The task is: Predict the product of the given reaction.. This data is from Forward reaction prediction with 1.9M reactions from USPTO patents (1976-2016). The product is: [F:31][C:13]1[C:12]([CH2:11][CH2:10][C:5]23[CH2:8][CH2:9][C:2]([NH:1][CH2:43][C:41]4[CH:40]=[CH:39][C:36]5[O:37][CH2:38][C:33](=[O:32])[NH:34][C:35]=5[N:42]=4)([CH2:7][CH2:6]2)[CH2:3][O:4]3)=[C:21]2[C:16]([CH:17]=[CH:18][C:19]([O:22][CH2:23][CH:24]3[CH2:26][CH:25]3[C:27]([O:29][CH3:30])=[O:28])=[N:20]2)=[N:15][CH:14]=1. Given the reactants [NH2:1][C:2]12[CH2:9][CH2:8][C:5]([CH2:10][CH2:11][C:12]3[C:13]([F:31])=[CH:14][N:15]=[C:16]4[C:21]=3[N:20]=[C:19]([O:22][CH2:23][CH:24]3[CH2:26][CH:25]3[C:27]([O:29][CH3:30])=[O:28])[CH:18]=[CH:17]4)([CH2:6][CH2:7]1)[O:4][CH2:3]2.[O:32]=[C:33]1[CH2:38][O:37][C:36]2[CH:39]=[CH:40][C:41]([CH:43]=O)=[N:42][C:35]=2[NH:34]1, predict the reaction product.